This data is from Catalyst prediction with 721,799 reactions and 888 catalyst types from USPTO. The task is: Predict which catalyst facilitates the given reaction. (1) Reactant: Br[C:2]1[CH:8]=[CH:7][C:5]([NH2:6])=[CH:4][CH:3]=1.[C:9]([C:13]1[CH:18]=[CH:17][C:16](B(O)O)=[CH:15][CH:14]=1)([CH3:12])([CH3:11])[CH3:10].C([O-])([O-])=O.[K+].[K+].O. Product: [C:9]([C:13]1[CH:18]=[CH:17][C:16]([C:2]2[CH:8]=[CH:7][C:5]([NH2:6])=[CH:4][CH:3]=2)=[CH:15][CH:14]=1)([CH3:12])([CH3:11])[CH3:10]. The catalyst class is: 800. (2) Reactant: [CH2:1]([N:8]([CH2:12][C@H:13]1[NH:17][C:16](=[O:18])[CH2:15][CH2:14]1)[CH2:9][CH2:10][OH:11])[C:2]1[CH:7]=[CH:6][CH:5]=[CH:4][CH:3]=1.[CH3:19][S:20](Cl)(=[O:22])=[O:21]. Product: [CH2:1]([N:8]([CH2:12][C@@H:13]1[CH2:14][CH2:15][C:16](=[O:18])[NH:17]1)[CH2:9][CH2:10][O:11][S:20]([CH3:19])(=[O:22])=[O:21])[C:2]1[CH:3]=[CH:4][CH:5]=[CH:6][CH:7]=1. The catalyst class is: 511. (3) Reactant: [F:1][C:2]1[C:7]2[O:8][CH2:9][CH2:10][O:11][C:6]=2[CH:5]=[C:4]([CH:12]=[O:13])[CH:3]=1.[BH4-].[Na+].C(O)(=O)C. Product: [F:1][C:2]1[C:7]2[O:8][CH2:9][CH2:10][O:11][C:6]=2[CH:5]=[C:4]([CH2:12][OH:13])[CH:3]=1. The catalyst class is: 8. (4) Reactant: [OH-].[K+].[CH2:3]=[C:4]1[CH:10]=[CH:9][C:8]2[CH:11]=[C:12]([C:15]([O:17]C)=[O:16])[CH:13]=[CH:14][C:7]=2[O:6][CH2:5]1.Cl. Product: [CH2:3]=[C:4]1[CH:10]=[CH:9][C:8]2[CH:11]=[C:12]([C:15]([OH:17])=[O:16])[CH:13]=[CH:14][C:7]=2[O:6][CH2:5]1. The catalyst class is: 8. (5) Reactant: [Cl:1][C:2]1[CH:7]=[C:6]([I:8])[CH:5]=[CH:4][C:3]=1[NH:9][C:10]1[N:15]([CH3:16])[C:14](=[O:17])[N:13]([CH3:18])[C:12](=[O:19])[C:11]=1[C:20](OC1C=CC=CC=1)=[O:21].[CH3:29][C:30]1([CH3:38])[O:34][C@@H:33]([CH2:35][O:36][NH2:37])[CH2:32][O:31]1. Product: [Cl:1][C:2]1[CH:7]=[C:6]([I:8])[CH:5]=[CH:4][C:3]=1[NH:9][C:10]1[N:15]([CH3:16])[C:14](=[O:17])[N:13]([CH3:18])[C:12](=[O:19])[C:11]=1[C:20]([NH:37][O:36][CH2:35][C@H:33]1[CH2:32][O:31][C:30]([CH3:38])([CH3:29])[O:34]1)=[O:21]. The catalyst class is: 1. (6) Reactant: [F:1][C:2]1[CH:7]=[CH:6][C:5]([N:8]2[CH2:12][CH:11]([CH2:13][OH:14])[CH2:10][C:9]2=[O:15])=[CH:4][CH:3]=1.CC(OI1(OC(C)=O)(OC(C)=O)OC(=O)C2C=CC=CC1=2)=O. Product: [F:1][C:2]1[CH:3]=[CH:4][C:5]([N:8]2[C:9](=[O:15])[CH2:10][CH:11]([CH:13]=[O:14])[CH2:12]2)=[CH:6][CH:7]=1. The catalyst class is: 2.